From a dataset of Full USPTO retrosynthesis dataset with 1.9M reactions from patents (1976-2016). Predict the reactants needed to synthesize the given product. (1) Given the product [CH3:12][N:11]([CH3:10])/[CH:13]=[C:7](\[C:5]1[O:4][N:3]=[C:2]([CH3:1])[N:6]=1)/[C:8]#[N:9], predict the reactants needed to synthesize it. The reactants are: [CH3:1][C:2]1[N:6]=[C:5]([CH2:7][C:8]#[N:9])[O:4][N:3]=1.[CH3:10][N:11]([CH:13](OC)OC)[CH3:12]. (2) Given the product [CH3:8][O:9][C:10]1[CH:18]=[C:17]2[C:13]([C:14]([C:20](=[O:21])[CH:22]([NH:29][C:30]3[CH:35]=[CH:34][CH:33]=[C:32]([O:36][CH3:37])[CH:31]=3)[C:23]3[CH:24]=[CH:25][CH:26]=[CH:27][CH:28]=3)=[N:15][N:16]2[CH3:19])=[CH:12][CH:11]=1, predict the reactants needed to synthesize it. The reactants are: C(N(CC)CC)C.[CH3:8][O:9][C:10]1[CH:18]=[C:17]2[C:13]([C:14]([CH:20]=[O:21])=[N:15][N:16]2[CH3:19])=[CH:12][CH:11]=1.[CH:22](=[N:29][C:30]1[CH:35]=[CH:34][CH:33]=[C:32]([O:36][CH3:37])[CH:31]=1)[C:23]1[CH:28]=[CH:27][CH:26]=[CH:25][CH:24]=1. (3) Given the product [CH3:18][C:17]1[CH:16]=[C:15]2[C:14](=[CH:13][C:12]=1[CH3:11])[NH:20][C:1](=[O:8])[C:2](=[O:4])[NH:19]2, predict the reactants needed to synthesize it. The reactants are: [C:1]([O:8]CC)(=O)[C:2]([O:4]CC)=O.[CH3:11][C:12]1[C:17]([CH3:18])=[CH:16][C:15]([NH2:19])=[C:14]([NH2:20])[CH:13]=1. (4) Given the product [ClH:21].[F:20][C:2]([F:1])([F:19])[C:3]([NH:5][CH2:6][C@@H:7]1[CH2:11][CH2:10][NH:9][CH2:8]1)=[O:4], predict the reactants needed to synthesize it. The reactants are: [F:1][C:2]([F:20])([F:19])[C:3]([NH:5][CH2:6][C@@H:7]1[CH2:11][CH2:10][N:9](C(OC(C)(C)C)=O)[CH2:8]1)=[O:4].[ClH:21]. (5) Given the product [OH:23][CH2:24][C:25]([NH:27][NH:18][C:9]1[C:8]2[C:13](=[C:4]([CH2:3][O:2][CH3:1])[CH:5]=[CH:6][CH:7]=2)[N:12]=[C:11]([NH:14][C:15](=[O:17])[CH3:16])[N:10]=1)=[O:26], predict the reactants needed to synthesize it. The reactants are: [CH3:1][O:2][CH2:3][C:4]1[CH:5]=[CH:6][CH:7]=[C:8]2[C:13]=1[N:12]=[C:11]([NH:14][C:15](=[O:17])[CH3:16])[N:10]=[C:9]2[N:18]1C=NN=C1.[OH:23][CH2:24][C:25]([NH:27]N)=[O:26].C(N(C(C)C)CC)(C)C. (6) Given the product [F:64][C:65]([F:77])([F:76])[CH2:66][O:67][C:68]1[N:69]=[CH:70][C:2]([CH:1]([OH:5])[CH2:3][OH:27])=[CH:72][CH:73]=1, predict the reactants needed to synthesize it. The reactants are: [C:1]([OH:5])(C)([CH3:3])[CH3:2].CC[C@@H]1[C@@H]2C[C@H]([C@@H](OC3C4C(=CC=CC=4)C(O[C@@H](C4C=CN=C5C=4C=C(OC)C=C5)[C@@H]4N5C[C@H](CC)[C@@H](CC5)C4)=NN=3)C3C=CN=C4C=3C=C([O:27]C)C=C4)N(CC2)C1.[F:64][C:65]([F:77])([F:76])[CH2:66][O:67][C:68]1[CH:73]=[CH:72]C(C=C)=[CH:70][N:69]=1. (7) Given the product [C:27]([O:26][C:24](=[O:25])[NH:23][C:22]1[S:21][C:20]([CH3:31])=[N:19][C:18]=1[C:16](=[O:15])[NH:8][C:6]1[CH:5]=[CH:4][N:3]=[C:2]([CH3:1])[CH:7]=1)([CH3:30])([CH3:28])[CH3:29], predict the reactants needed to synthesize it. The reactants are: [CH3:1][C:2]1[CH:7]=[C:6]([NH2:8])[CH:5]=[CH:4][N:3]=1.C[Al](C)C.C([O:15][C:16]([C:18]1[N:19]=[C:20]([CH3:31])[S:21][C:22]=1[NH:23][C:24]([O:26][C:27]([CH3:30])([CH3:29])[CH3:28])=[O:25])=O)C.S([O-])([O-])(=O)=O.[Na+].[Na+]. (8) Given the product [ClH:1].[NH2:23][CH2:22][C:21]1[CH:20]=[C:19]([F:34])[C:18]([N:4]2[CH:5]=[CH:6][C:7]([O:8][CH2:9][C:10]3[CH:15]=[CH:14][C:13]([F:16])=[CH:12][C:11]=3[F:17])=[C:2]([Cl:1])[C:3]2=[O:35])=[C:32]([F:33])[CH:31]=1, predict the reactants needed to synthesize it. The reactants are: [Cl:1][C:2]1[C:3](=[O:35])[N:4]([C:18]2[C:32]([F:33])=[CH:31][C:21]([CH2:22][NH:23]C(=O)OC(C)(C)C)=[CH:20][C:19]=2[F:34])[CH:5]=[CH:6][C:7]=1[O:8][CH2:9][C:10]1[CH:15]=[CH:14][C:13]([F:16])=[CH:12][C:11]=1[F:17].Cl. (9) Given the product [Cl:1][CH2:2][C:3]1[N:4]([S:13]([CH3:12])(=[O:15])=[O:14])[C:5]2[CH:11]=[CH:10][CH:9]=[CH:8][C:6]=2[N:7]=1, predict the reactants needed to synthesize it. The reactants are: [Cl:1][CH2:2][C:3]1[NH:4][C:5]2[CH:11]=[CH:10][CH:9]=[CH:8][C:6]=2[N:7]=1.[CH3:12][S:13](Cl)(=[O:15])=[O:14].C(N(CC)CC)C.